Predict the product of the given reaction. From a dataset of Forward reaction prediction with 1.9M reactions from USPTO patents (1976-2016). (1) Given the reactants [CH2:1]([O:8][C:9]([NH:11][C@@H:12]([C@H:17]([O:19][Si:20]([C:23]([CH3:26])([CH3:25])[CH3:24])([CH3:22])[CH3:21])[CH3:18])[C:13](OC)=[O:14])=[O:10])[C:2]1[CH:7]=[CH:6][CH:5]=[CH:4][CH:3]=1.O.[NH2:28][NH2:29], predict the reaction product. The product is: [Si:20]([O:19][C@H:17]([CH3:18])[C@H:12]([NH:11][C:9](=[O:10])[O:8][CH2:1][C:2]1[CH:7]=[CH:6][CH:5]=[CH:4][CH:3]=1)[C:13]([NH:28][NH2:29])=[O:14])([C:23]([CH3:26])([CH3:25])[CH3:24])([CH3:22])[CH3:21]. (2) Given the reactants [F:1][C:2]([F:11])([F:10])[C:3]1[CH:8]=[CH:7][CH:6]=[CH:5][C:4]=1[OH:9].[C:12](O)([CH3:15])([CH3:14])[CH3:13].OS(O)(=O)=O.O, predict the reaction product. The product is: [C:12]([C:7]1[CH:6]=[CH:5][C:4]([OH:9])=[C:3]([C:2]([F:10])([F:11])[F:1])[CH:8]=1)([CH3:15])([CH3:14])[CH3:13]. (3) Given the reactants Cl.[Br:2][C:3]1[CH:16]=[CH:15][C:6]([O:7][CH2:8][CH:9]2[CH2:14][CH2:13][NH:12][CH2:11][CH2:10]2)=[C:5]([F:17])[CH:4]=1.[O:18]1[C:20]([CH3:22])([CH3:21])[CH2:19]1.C([O-])([O-])=O.[K+].[K+], predict the reaction product. The product is: [Br:2][C:3]1[CH:16]=[CH:15][C:6]([O:7][CH2:8][CH:9]2[CH2:10][CH2:11][N:12]([CH2:19][C:20]([CH3:22])([OH:18])[CH3:21])[CH2:13][CH2:14]2)=[C:5]([F:17])[CH:4]=1. (4) Given the reactants [NH:1]1[CH:5]=[C:4]([C:6]2[CH:27]=[CH:26][C:9]3[O:10][CH2:11][CH2:12][N:13]([C:14]4[S:15][C:16]5[C:17](=[O:25])[NH:18][C:19]([CH3:24])([CH3:23])[CH2:20][C:21]=5[N:22]=4)[C:8]=3[CH:7]=2)[CH:3]=[N:2]1.[C:28](Cl)(=[O:31])[CH:29]=[CH2:30], predict the reaction product. The product is: [C:28]([N:1]1[CH:5]=[C:4]([C:6]2[CH:27]=[CH:26][C:9]3[O:10][CH2:11][CH2:12][N:13]([C:14]4[S:15][C:16]5[C:17](=[O:25])[NH:18][C:19]([CH3:24])([CH3:23])[CH2:20][C:21]=5[N:22]=4)[C:8]=3[CH:7]=2)[CH:3]=[N:2]1)(=[O:31])[CH:29]=[CH2:30].